From a dataset of Forward reaction prediction with 1.9M reactions from USPTO patents (1976-2016). Predict the product of the given reaction. (1) The product is: [NH2:13][C:11]1[O:12][CH:2]=[C:3]([C:4]([O:6][CH2:7][CH3:8])=[O:5])[N:10]=1. Given the reactants Br[CH2:2][C:3](=O)[C:4]([O:6][CH2:7][CH3:8])=[O:5].[NH2:10][C:11]([NH2:13])=[O:12], predict the reaction product. (2) Given the reactants [F:1][C:2]1[C:7]2[NH:8]C(=O)O[C:11](=[O:12])[C:6]=2[CH:5]=[CH:4][CH:3]=1.O1CCCC1.[CH2:19]([NH2:22])[C:20]#[CH:21], predict the reaction product. The product is: [NH2:8][C:7]1[C:2]([F:1])=[CH:3][CH:4]=[CH:5][C:6]=1[C:11]([NH:22][CH2:19][C:20]#[CH:21])=[O:12].